Task: Predict the product of the given reaction.. Dataset: Forward reaction prediction with 1.9M reactions from USPTO patents (1976-2016) (1) The product is: [CH2:38]([O:40][C:41](=[O:50])[CH2:42][N:43]1[CH2:49][CH2:48][CH2:47][N:46]([C:32]([N:12]2[C@@:13]([C:25]3[CH:26]=[CH:27][C:28]([Cl:31])=[CH:29][CH:30]=3)([CH3:24])[C@@:14]([C:17]3[CH:18]=[CH:19][C:20]([Cl:23])=[CH:21][CH:22]=3)([CH3:16])[N:15]=[C:11]2[C:8]2[CH:9]=[N:10][C:5]([C:1]([CH3:4])([CH3:2])[CH3:3])=[CH:6][C:7]=2[O:35][CH2:36][CH3:37])=[O:33])[CH2:45][CH2:44]1)[CH3:39]. Given the reactants [C:1]([C:5]1[N:10]=[CH:9][C:8]([C:11]2[N:12]([C:32](Cl)=[O:33])[C@@:13]([C:25]3[CH:30]=[CH:29][C:28]([Cl:31])=[CH:27][CH:26]=3)([CH3:24])[C@@:14]([C:17]3[CH:22]=[CH:21][C:20]([Cl:23])=[CH:19][CH:18]=3)([CH3:16])[N:15]=2)=[C:7]([O:35][CH2:36][CH3:37])[CH:6]=1)([CH3:4])([CH3:3])[CH3:2].[CH2:38]([O:40][C:41](=[O:50])[CH2:42][N:43]1[CH2:49][CH2:48][CH2:47][NH:46][CH2:45][CH2:44]1)[CH3:39], predict the reaction product. (2) Given the reactants [NH2:1][C:2]1[CH:3]=[CH:4][C:5]([N:8]([CH3:12])[CH2:9][CH2:10][OH:11])=[N:6][CH:7]=1.CC(C)=O.Cl[C:18]([O:20][C:21]1[CH:26]=[CH:25][CH:24]=[CH:23][CH:22]=1)=[O:19], predict the reaction product. The product is: [OH:11][CH2:10][CH2:9][N:8]([CH3:12])[C:5]1[N:6]=[CH:7][C:2]([NH:1][C:18](=[O:19])[O:20][C:21]2[CH:26]=[CH:25][CH:24]=[CH:23][CH:22]=2)=[CH:3][CH:4]=1. (3) Given the reactants [OH:1][C:2]12[C:13]3[C:8](=[C:9]([N+:14]([O-])=O)[CH:10]=[CH:11][CH:12]=3)[C:7](=[O:17])[C:6]1([NH:18][S:19]([CH3:22])(=[O:21])=[O:20])[C:5]1[CH:23]=[CH:24][C:25]([CH:27]([CH3:29])[CH3:28])=[CH:26][C:4]=1[O:3]2.C(O)C, predict the reaction product. The product is: [NH2:14][C:9]1[CH:10]=[CH:11][CH:12]=[C:13]2[C:8]=1[C:7](=[O:17])[C:6]1([NH:18][S:19]([CH3:22])(=[O:21])=[O:20])[C:5]3[CH:23]=[CH:24][C:25]([CH:27]([CH3:28])[CH3:29])=[CH:26][C:4]=3[O:3][C:2]12[OH:1].